This data is from Full USPTO retrosynthesis dataset with 1.9M reactions from patents (1976-2016). The task is: Predict the reactants needed to synthesize the given product. Given the product [C:1]([N:4]1[CH2:5][CH2:6][C:7]2([N:11]([CH2:24][C:25]3[CH:30]=[CH:29][CH:28]=[CH:27][CH:26]=3)[C:10](=[O:12])[C@H:9]([CH2:13][C:14]3[CH:19]=[CH:18][CH:17]=[CH:16][CH:15]=3)[NH:8]2)[CH2:20][CH2:21]1)(=[O:3])[CH3:2], predict the reactants needed to synthesize it. The reactants are: [C:1]([N:4]1[CH2:21][CH2:20][C:7]2([NH:11][C:10](=[O:12])[C@H:9]([CH2:13][C:14]3[CH:19]=[CH:18][CH:17]=[CH:16][CH:15]=3)[NH:8]2)[CH2:6][CH2:5]1)(=[O:3])[CH3:2].[H-].[Na+].[CH2:24](Cl)[C:25]1[CH:30]=[CH:29][CH:28]=[CH:27][CH:26]=1.Cl.